Dataset: Catalyst prediction with 721,799 reactions and 888 catalyst types from USPTO. Task: Predict which catalyst facilitates the given reaction. Reactant: [F:1][C:2]1[CH:25]=[CH:24][CH:23]=[CH:22][C:3]=1[CH2:4][C:5]1[N:9]([CH2:10][C:11]2[CH:16]=[CH:15][C:14]([O:17][CH3:18])=[CH:13][CH:12]=2)[N:8]=[CH:7][C:6]=1[CH:19]=[N:20][OH:21].[Cl:26]N1C(=O)CCC1=O.C(OCC)(=O)C. Product: [F:1][C:2]1[CH:25]=[CH:24][CH:23]=[CH:22][C:3]=1[CH2:4][C:5]1[N:9]([CH2:10][C:11]2[CH:12]=[CH:13][C:14]([O:17][CH3:18])=[CH:15][CH:16]=2)[N:8]=[CH:7][C:6]=1[C:19]([Cl:26])=[N:20][OH:21]. The catalyst class is: 3.